This data is from Full USPTO retrosynthesis dataset with 1.9M reactions from patents (1976-2016). The task is: Predict the reactants needed to synthesize the given product. (1) Given the product [Cl:1][C:2]1[CH:3]=[C:4]([N:9]([CH2:25][C:26]2[CH:31]=[CH:30][C:29]([O:32][CH3:33])=[C:28]([O:34][CH3:35])[CH:27]=2)[C:10]2[C:19]3[C:14](=[CH:15][C:16]([O:23][CH3:24])=[C:17]([S:20][CH:37]4[CH2:42][CH2:41][N:40]([C:43]([O:45][C:46]([CH3:49])([CH3:48])[CH3:47])=[O:44])[CH2:39][CH2:38]4)[CH:18]=3)[N:13]=[CH:12][N:11]=2)[CH:5]=[CH:6][C:7]=1[F:8], predict the reactants needed to synthesize it. The reactants are: [Cl:1][C:2]1[CH:3]=[C:4]([N:9]([CH2:25][C:26]2[CH:31]=[CH:30][C:29]([O:32][CH3:33])=[C:28]([O:34][CH3:35])[CH:27]=2)[C:10]2[C:19]3[C:14](=[CH:15][C:16]([O:23][CH3:24])=[C:17]([S:20]C#N)[CH:18]=3)[N:13]=[CH:12][N:11]=2)[CH:5]=[CH:6][C:7]=1[F:8].I[CH:37]1[CH2:42][CH2:41][N:40]([C:43]([O:45][C:46]([CH3:49])([CH3:48])[CH3:47])=[O:44])[CH2:39][CH2:38]1. (2) Given the product [OH:19][CH2:18][CH2:17][CH2:16][O:14][C:10]1[CH:9]=[C:8]([C:1]2[CH:6]=[CH:5][CH:4]=[C:3]([OH:7])[CH:2]=2)[CH:13]=[CH:12][CH:11]=1, predict the reactants needed to synthesize it. The reactants are: [C:1]1([C:8]2[CH:13]=[CH:12][CH:11]=[C:10]([OH:14])[CH:9]=2)[CH:6]=[CH:5][CH:4]=[C:3]([OH:7])[CH:2]=1.Br[CH2:16][CH2:17][CH2:18][OH:19].C(=O)([O-])[O-].[K+].[K+]. (3) Given the product [CH3:6][C:7]1[N:8]=[C:9]([CH3:26])[N:10]2[C:15]=1[C:14]([N:27]1[CH:31]=[N:30][CH:29]=[N:28]1)=[N:13][C:12]([C:17]1[CH:22]=[CH:21][CH:20]=[C:19]([N+:23]([O-:25])=[O:24])[CH:18]=1)=[N:11]2, predict the reactants needed to synthesize it. The reactants are: P(Cl)(Cl)(Cl)=O.[CH3:6][C:7]1[N:8]=[C:9]([CH3:26])[N:10]2[C:15]=1[C:14](=O)[NH:13][C:12]([C:17]1[CH:22]=[CH:21][CH:20]=[C:19]([N+:23]([O-:25])=[O:24])[CH:18]=1)=[N:11]2.[NH:27]1[CH:31]=[N:30][CH:29]=[N:28]1. (4) Given the product [ClH:42].[F:41][C:4]([F:40])([F:3])[C:5]1[CH:6]=[C:7]([CH:33]=[C:34]([C:36]([F:38])([F:39])[F:37])[CH:35]=1)[CH2:8][N:9]([CH3:32])[C:10]([C@@H:12]1[CH2:17][CH2:16][N:15]([CH:18]2[CH2:19][CH2:20][N:21]([C:43]([O:45][CH:46]([CH3:48])[CH3:47])=[O:44])[CH2:22][CH2:23]2)[CH2:14][C@H:13]1[C:24]1[CH:29]=[CH:28][C:27]([F:30])=[CH:26][C:25]=1[CH3:31])=[O:11], predict the reactants needed to synthesize it. The reactants are: Cl.Cl.[F:3][C:4]([F:41])([F:40])[C:5]1[CH:6]=[C:7]([CH:33]=[C:34]([C:36]([F:39])([F:38])[F:37])[CH:35]=1)[CH2:8][N:9]([CH3:32])[C:10]([C@@H:12]1[CH2:17][CH2:16][N:15]([CH:18]2[CH2:23][CH2:22][NH:21][CH2:20][CH2:19]2)[CH2:14][C@H:13]1[C:24]1[CH:29]=[CH:28][C:27]([F:30])=[CH:26][C:25]=1[CH3:31])=[O:11].[Cl:42][C:43]([O:45][CH:46]([CH3:48])[CH3:47])=[O:44].Cl.C(OCC)(=O)C.